From a dataset of Peptide-MHC class II binding affinity with 134,281 pairs from IEDB. Regression. Given a peptide amino acid sequence and an MHC pseudo amino acid sequence, predict their binding affinity value. This is MHC class II binding data. (1) The peptide sequence is CHTGVGPNMSCDDVV. The MHC is DRB1_1101 with pseudo-sequence DRB1_1101. The binding affinity (normalized) is 0.0296. (2) The peptide sequence is EEDIEIIPKQEEEY. The binding affinity (normalized) is 0.491. The MHC is HLA-DPA10201-DPB10101 with pseudo-sequence HLA-DPA10201-DPB10101. (3) The peptide sequence is YDKFLANVSYVLTGK. The MHC is DRB1_0101 with pseudo-sequence DRB1_0101. The binding affinity (normalized) is 1.00. (4) The peptide sequence is MSGHALAARTLLAAA. The MHC is DRB5_0101 with pseudo-sequence DRB5_0101. The binding affinity (normalized) is 0.429. (5) The peptide sequence is GELQIVDKIYAAFKI. The MHC is DRB4_0101 with pseudo-sequence DRB4_0103. The binding affinity (normalized) is 0.457. (6) The peptide sequence is DPVKLVKMWEDEVKD. The MHC is DRB5_0101 with pseudo-sequence DRB5_0101. The binding affinity (normalized) is 0.132. (7) The peptide sequence is CFHDFLSSKFNKFVS. The MHC is DRB1_0101 with pseudo-sequence DRB1_0101. The binding affinity (normalized) is 0.804.